The task is: Predict the reaction yield, written as a fraction of the theoretical maximum amount of product (1.0 means a 100% yield; for example, 0.34 means a 34% yield).. This data is from Reaction yield outcomes from USPTO patents with 853,638 reactions. (1) The reactants are [C:1](=[NH:25])([O:3][CH2:4][CH2:5][C:6]1[CH:11]=[CH:10][C:9]([O:12][C:13]2[CH:18]=[CH:17][C:16]([Cl:19])=[C:15]([O:20][C:21]([F:24])([F:23])[F:22])[CH:14]=2)=[CH:8][CH:7]=1)[NH2:2].[OH:26]/[CH:27]=[C:28](/[CH2:33][C:34]1[CH:35]=[N:36][C:37]([O:40][CH3:41])=[N:38][CH:39]=1)\[C:29](OC)=O.C([O-])([O-])=O.[Cs+].[Cs+]. The catalyst is O1CCOCC1. The product is [Cl:19][C:16]1[CH:17]=[CH:18][C:13]([O:12][C:9]2[CH:8]=[CH:7][C:6]([CH2:5][CH2:4][O:3][C:1]3[NH:2][CH:29]=[C:28]([CH2:33][C:34]4[CH:35]=[N:36][C:37]([O:40][CH3:41])=[N:38][CH:39]=4)[C:27](=[O:26])[N:25]=3)=[CH:11][CH:10]=2)=[CH:14][C:15]=1[O:20][C:21]([F:24])([F:22])[F:23]. The yield is 0.158. (2) The product is [C:34]1([N:40]2[CH2:45][CH2:44][N:43]([C:27]([NH:19][CH2:18][CH2:17][CH2:16][CH2:15][N:12]3[CH2:11][CH2:10][N:9]([C:5]4[CH:6]=[CH:7][CH:8]=[C:3]([C:2]([F:1])([F:20])[F:21])[CH:4]=4)[CH2:14][CH2:13]3)=[O:28])[CH2:42][CH2:41]2)[CH:39]=[CH:38][CH:37]=[CH:36][CH:35]=1. The yield is 0.330. The reactants are [F:1][C:2]([F:21])([F:20])[C:3]1[CH:4]=[C:5]([N:9]2[CH2:14][CH2:13][N:12]([CH2:15][CH2:16][CH2:17][CH2:18][NH2:19])[CH2:11][CH2:10]2)[CH:6]=[CH:7][CH:8]=1.C1N=CN([C:27](N2C=NC=C2)=[O:28])C=1.[C:34]1([N:40]2[CH2:45][CH2:44][NH:43][CH2:42][CH2:41]2)[CH:39]=[CH:38][CH:37]=[CH:36][CH:35]=1. The catalyst is C(Cl)(Cl)Cl.CO. (3) The reactants are [Br:1][C:2]1[CH:7]=[CH:6][C:5]([C:8](=O)[CH2:9][CH2:10][C:11]([OH:13])=O)=[CH:4][CH:3]=1.[NH2:15][NH2:16]. The catalyst is CCO. The product is [Br:1][C:2]1[CH:7]=[CH:6][C:5]([C:8]2[CH2:9][CH2:10][C:11](=[O:13])[NH:15][N:16]=2)=[CH:4][CH:3]=1. The yield is 0.970. (4) The yield is 0.550. The reactants are [OH:1][C:2]1[C:3]([C:18](=[N:20][NH:21][C:22]([C:24]2[CH:33]=[CH:32][C:27]([C:28]([O:30]C)=[O:29])=[CH:26][CH:25]=2)=[O:23])[CH3:19])=[N:4][N:5]([CH3:17])[C:6]=1[C:7]1[CH:12]=[CH:11][CH:10]=[C:9]([C:13]([F:16])([F:15])[F:14])[CH:8]=1.CO.[OH-].[Na+].Cl. The catalyst is O. The product is [OH:1][C:2]1[C:3]([C:18](=[N:20][NH:21][C:22]([C:24]2[CH:25]=[CH:26][C:27]([C:28]([OH:30])=[O:29])=[CH:32][CH:33]=2)=[O:23])[CH3:19])=[N:4][N:5]([CH3:17])[C:6]=1[C:7]1[CH:12]=[CH:11][CH:10]=[C:9]([C:13]([F:14])([F:15])[F:16])[CH:8]=1.